Regression. Given a peptide amino acid sequence and an MHC pseudo amino acid sequence, predict their binding affinity value. This is MHC class I binding data. From a dataset of Peptide-MHC class I binding affinity with 185,985 pairs from IEDB/IMGT. (1) The peptide sequence is SYCNGVREL. The MHC is HLA-C07:01 with pseudo-sequence HLA-C07:01. The binding affinity (normalized) is 0.547. (2) The peptide sequence is AVYLLDGLR. The MHC is HLA-B07:02 with pseudo-sequence HLA-B07:02. The binding affinity (normalized) is 0.0847.